Task: Predict the reaction yield, written as a fraction of the theoretical maximum amount of product (1.0 means a 100% yield; for example, 0.34 means a 34% yield).. Dataset: Reaction yield outcomes from USPTO patents with 853,638 reactions (1) The reactants are Cl.C(O[C:5]([CH:7]1[C:12](=O)[CH:11]([C:14]2[CH:19]=[CH:18][CH:17]=[CH:16][CH:15]=2)[CH2:10][N:9]([CH3:20])[CH2:8]1)=[O:6])C.[N+]([O-])(O)=O.[N+]([O-])(O)=O.[CH3:29][O:30][C:31]1[CH:32]=[C:33]([NH:43][C:44]([NH2:46])=[NH:45])[CH:34]=[CH:35][C:36]=1[N:37]1[CH:41]=[C:40]([CH3:42])[N:39]=[CH:38]1.C(N(CC)CC)C. The yield is 0.320. The product is [CH3:29][O:30][C:31]1[CH:32]=[C:33]([NH:43][C:44]2[N:46]=[C:5]([OH:6])[C:7]3[CH2:8][N:9]([CH3:20])[CH2:10][CH:11]([C:14]4[CH:15]=[CH:16][CH:17]=[CH:18][CH:19]=4)[C:12]=3[N:45]=2)[CH:34]=[CH:35][C:36]=1[N:37]1[CH:41]=[C:40]([CH3:42])[N:39]=[CH:38]1. The catalyst is C(O)C.C(OCC)(=O)C. (2) The product is [CH:28]1([CH2:27][O:3][CH2:4][CH:5]2[CH2:8][CH:7]([N:9]3[CH2:10][CH2:11][CH:12]([N:15]4[C:20](=[O:21])[CH2:19][O:18][C@H:17]5[CH2:22][CH2:23][CH2:24][CH2:25][C@H:16]45)[CH2:13][CH2:14]3)[CH2:6]2)[CH2:30][CH2:29]1. The catalyst is CN(C=O)C. The yield is 0.361. The reactants are [H-].[Na+].[OH:3][CH2:4][CH:5]1[CH2:8][CH:7]([N:9]2[CH2:14][CH2:13][CH:12]([N:15]3[C:20](=[O:21])[CH2:19][O:18][C@H:17]4[CH2:22][CH2:23][CH2:24][CH2:25][C@H:16]34)[CH2:11][CH2:10]2)[CH2:6]1.Br[CH2:27][CH:28]1[CH2:30][CH2:29]1. (3) The reactants are [CH2:1]([NH:8][C:9](=[O:19])[CH2:10][NH:11]C(OC(C)(C)C)=O)[C:2]1[CH:7]=[CH:6][CH:5]=[CH:4][CH:3]=1.FC(F)(F)C(O)=O.C(=O)(O)[O-].[Na+]. The catalyst is ClCCl. The product is [NH3:8].[NH2:11][CH2:10][C:9]([NH:8][CH2:1][C:2]1[CH:7]=[CH:6][CH:5]=[CH:4][CH:3]=1)=[O:19]. The yield is 0.0500. (4) The reactants are Cl[C:2]1[N:7]=[CH:6][N:5]2[N:8]=[CH:9][C:10]([C:11]([O:13][CH3:14])=[O:12])=[C:4]2[CH:3]=1.[F:15][C:16]1[CH:17]=[C:18]([CH:21]=[CH:22][CH:23]=1)[CH2:19][NH2:20].C(N(CC)C(C)C)(C)C. The catalyst is C(O)C. The product is [F:15][C:16]1[CH:17]=[C:18]([CH:21]=[CH:22][CH:23]=1)[CH2:19][NH:20][C:2]1[CH:3]=[CH:4][N:5]2[N:8]=[CH:9][C:10]([C:11]([O:13][CH3:14])=[O:12])=[C:6]2[N:7]=1. The yield is 0.800. (5) The reactants are [S:1]1[CH:5]=[CH:4][C:3]2[C:6](=[O:14])[C:7]3[S:8][CH:9]=[CH:10][C:11]=3[C:12](=[O:13])[C:2]1=2.[OH-].[Na+].C1(C)C=CC(S(O[CH2:27][CH2:28][CH2:29][CH2:30][CH2:31][CH2:32][CH2:33][CH3:34])(=O)=O)=CC=1. The catalyst is [Zn].C(O)C. The product is [CH2:5]([O:14][C:6]1[C:7]2[S:8][CH:9]=[CH:10][C:11]=2[C:12]([O:13][CH2:34][CH2:33][CH2:32][CH2:31][CH2:30][CH2:29][CH2:28][CH3:27])=[C:2]2[S:1][CH:5]=[CH:4][C:3]=12)[CH2:4][CH2:3][CH2:2][CH2:12][CH2:11][CH2:7][CH3:6]. The yield is 0.620.